Dataset: Forward reaction prediction with 1.9M reactions from USPTO patents (1976-2016). Task: Predict the product of the given reaction. Given the reactants N[C:2]1[C:11]([O:12]C)=[C:10]([O:14][CH3:15])[CH:9]=[C:8]2[C:3]=1[C:4](=[O:22])[C:5]([C:19]([OH:21])=[O:20])=[CH:6][N:7]2[CH:16]1[CH2:18][CH2:17]1.[ClH:23].N([O-])=O.[Na+], predict the reaction product. The product is: [Cl:23][C:2]1[C:11]([OH:12])=[C:10]([O:14][CH3:15])[CH:9]=[C:8]2[C:3]=1[C:4](=[O:22])[C:5]([C:19]([OH:21])=[O:20])=[CH:6][N:7]2[CH:16]1[CH2:18][CH2:17]1.